The task is: Regression. Given a peptide amino acid sequence and an MHC pseudo amino acid sequence, predict their binding affinity value. This is MHC class I binding data.. This data is from Peptide-MHC class I binding affinity with 185,985 pairs from IEDB/IMGT. (1) The peptide sequence is ELPQWLSANR. The MHC is HLA-A11:01 with pseudo-sequence HLA-A11:01. The binding affinity (normalized) is 0.0373. (2) The peptide sequence is AMQSPKKTGM. The MHC is Mamu-A11 with pseudo-sequence Mamu-A11. The binding affinity (normalized) is 0.349.